This data is from Full USPTO retrosynthesis dataset with 1.9M reactions from patents (1976-2016). The task is: Predict the reactants needed to synthesize the given product. (1) Given the product [Cl:22][C:17]1[CH:16]=[C:15]([C:13]2[N:14]=[C:10]([C:8]3[CH:7]=[CH:6][C:5]([C:33]4[C:28]([CH:25]([CH3:27])[CH3:26])=[N:29][CH:30]=[N:31][CH:32]=4)=[C:4]([CH:9]=3)[C:3]([OH:2])=[O:24])[S:11][CH:12]=2)[CH:20]=[CH:19][C:18]=1[Cl:21], predict the reactants needed to synthesize it. The reactants are: C[O:2][C:3](=[O:24])[C:4]1[CH:9]=[C:8]([C:10]2[S:11][CH:12]=[C:13]([C:15]3[CH:20]=[CH:19][C:18]([Cl:21])=[C:17]([Cl:22])[CH:16]=3)[N:14]=2)[CH:7]=[CH:6][C:5]=1Br.[CH:25]([C:28]1[C:33](B(O)O)=[CH:32][N:31]=[CH:30][N:29]=1)([CH3:27])[CH3:26]. (2) Given the product [O:12]=[C:10]1[CH2:9][N:8]([C:1]([O:3][C:4]([CH3:7])([CH3:6])[CH3:5])=[O:2])[CH2:11][C:18]([Sn:17]([CH2:13][CH2:14][CH2:15][CH3:16])([CH2:26][CH2:27][CH2:28][CH3:29])[CH2:30][CH2:31][CH2:32][CH3:33])=[C:19]1[C:20]1[CH:21]=[CH:22][CH:23]=[CH:24][CH:25]=1, predict the reactants needed to synthesize it. The reactants are: [C:1]([N:8]1[CH2:11][C:10](=[O:12])[CH2:9]1)([O:3][C:4]([CH3:7])([CH3:6])[CH3:5])=[O:2].[CH2:13]([Sn:17]([CH2:30][CH2:31][CH2:32][CH3:33])([CH2:26][CH2:27][CH2:28][CH3:29])[C:18]#[C:19][C:20]1[CH:25]=[CH:24][CH:23]=[CH:22][CH:21]=1)[CH2:14][CH2:15][CH3:16]. (3) Given the product [NH:9]1[CH2:14][CH2:13][CH:12]([C:15]2[O:8][C:3]3[CH:4]=[CH:5][CH:6]=[CH:7][C:2]=3[N:1]=2)[CH2:11][CH2:10]1, predict the reactants needed to synthesize it. The reactants are: [NH2:1][C:2]1[CH:7]=[CH:6][CH:5]=[CH:4][C:3]=1[OH:8].[NH:9]1[CH2:14][CH2:13][CH:12]([C:15](O)=O)[CH2:11][CH2:10]1.[OH-].[K+]. (4) Given the product [F:18][C:19]1[CH:27]=[C:26]2[C:22]([C:23](=[CH:29][NH:17][C:14]3[CH:13]=[CH:12][C:11]([O:10][CH2:9][CH2:8][CH2:7][N:1]4[CH2:2][CH2:3][CH2:4][CH2:5][CH2:6]4)=[CH:16][CH:15]=3)[C:24](=[O:28])[NH:25]2)=[CH:21][CH:20]=1, predict the reactants needed to synthesize it. The reactants are: [N:1]1([CH2:7][CH2:8][CH2:9][O:10][C:11]2[CH:16]=[CH:15][C:14]([NH2:17])=[CH:13][CH:12]=2)[CH2:6][CH2:5][CH2:4][CH2:3][CH2:2]1.[F:18][C:19]1[CH:27]=[C:26]2[C:22]([C:23](=[CH:29]O)[C:24](=[O:28])[NH:25]2)=[CH:21][CH:20]=1. (5) The reactants are: [CH:1]1([C:4]#[C:5][C:6]2[CH:7]=[N:8][C:9]([N:12]3[CH2:17][CH2:16][N:15](C(OC(C)(C)C)=O)[CH2:14][CH2:13]3)=[N:10][CH:11]=2)[CH2:3][CH2:2]1.[ClH:25].O1CCOCC1. Given the product [ClH:25].[CH:1]1([C:4]#[C:5][C:6]2[CH:7]=[N:8][C:9]([N:12]3[CH2:13][CH2:14][NH:15][CH2:16][CH2:17]3)=[N:10][CH:11]=2)[CH2:3][CH2:2]1, predict the reactants needed to synthesize it.